The task is: Predict the reactants needed to synthesize the given product.. This data is from Full USPTO retrosynthesis dataset with 1.9M reactions from patents (1976-2016). Given the product [C:12]([Si:9]([O:8][CH2:7][C:4]1[S:5][CH:6]=[C:2]([CH2:26][C:25]2[CH:28]=[CH:29][CH:30]=[C:23]([Cl:22])[CH:24]=2)[CH:3]=1)([CH3:11])[CH3:10])([CH3:15])([CH3:14])[CH3:13], predict the reactants needed to synthesize it. The reactants are: Br[C:2]1[CH:3]=[C:4]([CH2:7][O:8][Si:9]([C:12]([CH3:15])([CH3:14])[CH3:13])([CH3:11])[CH3:10])[S:5][CH:6]=1.C1COCC1.[Cl-].[Cl:22][C:23]1[CH:24]=[C:25]([CH:28]=[CH:29][CH:30]=1)[CH2:26][Zn+].